Task: Predict the reactants needed to synthesize the given product.. Dataset: Full USPTO retrosynthesis dataset with 1.9M reactions from patents (1976-2016) (1) Given the product [C:1]1([C:7]2[CH:11]=[C:10]([CH2:12][N:14]3[CH2:19][CH2:18][CH:17]([CH2:20][NH:21][C:22](=[O:28])[O:23][C:24]([CH3:26])([CH3:25])[CH3:27])[CH2:16][CH2:15]3)[O:9][N:8]=2)[CH:2]=[CH:3][CH:4]=[CH:5][CH:6]=1, predict the reactants needed to synthesize it. The reactants are: [C:1]1([C:7]2[CH:11]=[C:10]([CH:12]=O)[O:9][N:8]=2)[CH:6]=[CH:5][CH:4]=[CH:3][CH:2]=1.[NH:14]1[CH2:19][CH2:18][CH:17]([CH2:20][NH:21][C:22](=[O:28])[O:23][C:24]([CH3:27])([CH3:26])[CH3:25])[CH2:16][CH2:15]1.C(O[BH-](OC(=O)C)OC(=O)C)(=O)C.C[N+](C)(C)C.C(=O)(O)[O-].[Na+]. (2) Given the product [C:1]([O:5][C:6]([N:8]1[CH2:15][CH2:14][CH:13]2[CH:10]([N:11]([C:28]([C:27]3[S:26][C:25]([CH3:31])=[N:24][C:23]=3[C:18]3[CH:19]=[CH:20][CH:21]=[CH:22][C:17]=3[F:16])=[O:29])[CH2:12]2)[CH2:9]1)=[O:7])([CH3:4])([CH3:2])[CH3:3], predict the reactants needed to synthesize it. The reactants are: [C:1]([O:5][C:6]([N:8]1[CH2:15][CH2:14][CH:13]2[CH:10]([NH:11][CH2:12]2)[CH2:9]1)=[O:7])([CH3:4])([CH3:3])[CH3:2].[F:16][C:17]1[CH:22]=[CH:21][CH:20]=[CH:19][C:18]=1[C:23]1[N:24]=[C:25]([CH3:31])[S:26][C:27]=1[C:28](O)=[O:29].C(N(C(C)C)CC)(C)C.CN(C(ON1N=NC2C=CC=NC1=2)=[N+](C)C)C.F[P-](F)(F)(F)(F)F. (3) Given the product [OH:43][C@@:41]1([CH3:42])[CH2:40][CH2:39][C@H:38]2[C@H:33]3[C@H:34]([CH2:35][CH2:36][C@:37]12[CH3:44])[C@:24]1([CH3:23])[C@H:30]([CH2:29][C:27](=[O:28])[CH:26]=[CH:25]1)[CH2:31][CH2:32]3, predict the reactants needed to synthesize it. The reactants are: C[C@@]12[C@](O)(C)CC[C@H]1[C@@H]1CC[C@H]3CC(=O)OC[C@]3(C)[C@H]1CC2.[CH3:23][C@@:24]12[C@H:34]3[CH2:35][CH2:36][C@:37]4([CH3:44])[C@:41]([OH:43])([CH3:42])[CH2:40][CH2:39][C@H:38]4[C@@H:33]3[CH2:32][CH2:31][C@H:30]1[CH2:29][C:27](=[O:28])[CH2:26][CH2:25]2. (4) Given the product [NH2:34][C:33]([C@H:32]1[N:21]([C:19]([C:13]2[S:12][C:11]3=[N:10][C@:9]([C:36]4[CH:37]=[CH:38][C:39]([Cl:42])=[CH:40][CH:41]=4)([CH3:35])[C@@H:8]([C:5]4[CH:4]=[CH:3][C:2]([Cl:1])=[CH:7][CH:6]=4)[N:15]3[C:14]=2[CH:16]([CH3:18])[CH3:17])=[O:20])[C@H:22]([C:23]([OH:25])=[O:24])[CH2:30][CH2:31]1)=[O:43], predict the reactants needed to synthesize it. The reactants are: [Cl:1][C:2]1[CH:7]=[CH:6][C:5]([C@H:8]2[N:15]3[C:11]([S:12][C:13]([C:19]([N:21]4[C@H:32]([C:33]#[N:34])[CH2:31][CH2:30][C@H:22]4[C:23]([O:25]C(C)(C)C)=[O:24])=[O:20])=[C:14]3[CH:16]([CH3:18])[CH3:17])=[N:10][C@:9]2([C:36]2[CH:41]=[CH:40][C:39]([Cl:42])=[CH:38][CH:37]=2)[CH3:35])=[CH:4][CH:3]=1.[OH-:43].[Na+]. (5) Given the product [Cl:1][C:2]1[CH:3]=[C:4]([C@@H:8]([OH:35])[CH2:9][NH:10][C@H:11]([CH3:34])[CH2:12][C:13]2[CH:14]=[CH:15][C:16]([S:19]([C:22]3[CH:32]=[CH:31][C:25]([C:26]([O-:28])=[O:27])=[C:24]([F:33])[CH:23]=3)(=[O:20])=[O:21])=[CH:17][CH:18]=2)[CH:5]=[CH:6][CH:7]=1.[Na+:37], predict the reactants needed to synthesize it. The reactants are: [Cl:1][C:2]1[CH:3]=[C:4]([C@@H:8]([OH:35])[CH2:9][NH:10][C@H:11]([CH3:34])[CH2:12][C:13]2[CH:18]=[CH:17][C:16]([S:19]([C:22]3[CH:32]=[CH:31][C:25]([C:26]([O:28]CC)=[O:27])=[C:24]([F:33])[CH:23]=3)(=[O:21])=[O:20])=[CH:15][CH:14]=2)[CH:5]=[CH:6][CH:7]=1.[OH-].[Na+:37].